This data is from Catalyst prediction with 721,799 reactions and 888 catalyst types from USPTO. The task is: Predict which catalyst facilitates the given reaction. (1) Reactant: [CH3:1][CH:2]([C:4]1[NH:9][CH:8]=[C:7]([C:10]([O:12][CH2:13][CH3:14])=[O:11])[C:6](=O)[CH:5]=1)[CH3:3]. Product: [CH3:13][O:12][CH2:10][CH2:7][CH2:8][NH:9][C:6]1[CH:5]=[C:4]([CH:2]([CH3:3])[CH3:1])[N:9]=[CH:8][C:7]=1[C:10]([O:12][CH2:13][CH3:14])=[O:11]. The catalyst class is: 286. (2) Reactant: Cl.[Cl:2][C:3]1[CH:24]=[CH:23][CH:22]=[CH:21][C:4]=1[CH2:5][N:6]1[C:10]2[CH:11]=[C:12]([C:15](Cl)=[O:16])[CH:13]=[CH:14][C:9]=2[N:8]=[C:7]1[CH:18]1[CH2:20][CH2:19]1.[NH:25]1[CH2:30][CH2:29][O:28][CH2:27][CH2:26]1.CO. Product: [Cl:2][C:3]1[CH:24]=[CH:23][CH:22]=[CH:21][C:4]=1[CH2:5][N:6]1[C:10]2[CH:11]=[C:12]([C:15]([N:25]3[CH2:30][CH2:29][O:28][CH2:27][CH2:26]3)=[O:16])[CH:13]=[CH:14][C:9]=2[N:8]=[C:7]1[CH:18]1[CH2:19][CH2:20]1. The catalyst class is: 2. (3) Reactant: Br[C:2]1[CH:3]=[C:4]2[C:9](=[CH:10][CH:11]=1)[N:8]([C:12]1[C:16]3[CH2:17][N:18]([C:21](=[O:23])[CH3:22])[CH2:19][CH2:20][C:15]=3[N:14]([C@H:24]3[CH2:28][CH2:27][O:26][CH2:25]3)[N:13]=1)[CH2:7][CH:6]([CH2:29][O:30][Si:31]([C:34]([CH3:37])([CH3:36])[CH3:35])([CH3:33])[CH3:32])[CH2:5]2.C([O-])([O-])=O.[Na+].[Na+].[CH3:44][N:45]1[CH:49]=[C:48](B2OC(C)(C)C(C)(C)O2)[CH:47]=[N:46]1. Product: [Si:31]([O:30][CH2:29][CH:6]1[CH2:5][C:4]2[C:9](=[CH:10][CH:11]=[C:2]([C:48]3[CH:47]=[N:46][N:45]([CH3:44])[CH:49]=3)[CH:3]=2)[N:8]([C:12]2[C:16]3[CH2:17][N:18]([C:21](=[O:23])[CH3:22])[CH2:19][CH2:20][C:15]=3[N:14]([C@H:24]3[CH2:28][CH2:27][O:26][CH2:25]3)[N:13]=2)[CH2:7]1)([C:34]([CH3:36])([CH3:37])[CH3:35])([CH3:32])[CH3:33]. The catalyst class is: 117.